Regression. Given two drug SMILES strings and cell line genomic features, predict the synergy score measuring deviation from expected non-interaction effect. From a dataset of NCI-60 drug combinations with 297,098 pairs across 59 cell lines. (1) Drug 1: C1CC(C1)(C(=O)O)C(=O)O.[NH2-].[NH2-].[Pt+2]. Drug 2: CCCCCOC(=O)NC1=NC(=O)N(C=C1F)C2C(C(C(O2)C)O)O. Cell line: SK-MEL-28. Synergy scores: CSS=-0.489, Synergy_ZIP=2.07, Synergy_Bliss=3.64, Synergy_Loewe=-2.03, Synergy_HSA=-1.65. (2) Cell line: A498. Drug 2: C1CN(P(=O)(OC1)NCCCl)CCCl. Drug 1: C#CCC(CC1=CN=C2C(=N1)C(=NC(=N2)N)N)C3=CC=C(C=C3)C(=O)NC(CCC(=O)O)C(=O)O. Synergy scores: CSS=-2.99, Synergy_ZIP=0.591, Synergy_Bliss=-0.913, Synergy_Loewe=-3.90, Synergy_HSA=-3.62. (3) Drug 1: CNC(=O)C1=NC=CC(=C1)OC2=CC=C(C=C2)NC(=O)NC3=CC(=C(C=C3)Cl)C(F)(F)F. Cell line: HT29. Synergy scores: CSS=10.8, Synergy_ZIP=3.62, Synergy_Bliss=6.14, Synergy_Loewe=7.75, Synergy_HSA=7.73. Drug 2: C1CC(=O)NC(=O)C1N2C(=O)C3=CC=CC=C3C2=O. (4) Cell line: HCT-15. Drug 1: C1CCC(C1)C(CC#N)N2C=C(C=N2)C3=C4C=CNC4=NC=N3. Drug 2: C1=CC=C(C(=C1)C(C2=CC=C(C=C2)Cl)C(Cl)Cl)Cl. Synergy scores: CSS=3.48, Synergy_ZIP=-0.0755, Synergy_Bliss=1.57, Synergy_Loewe=0.958, Synergy_HSA=0.368. (5) Drug 1: C1=NC(=NC(=O)N1C2C(C(C(O2)CO)O)O)N. Drug 2: CC1=C(N=C(N=C1N)C(CC(=O)N)NCC(C(=O)N)N)C(=O)NC(C(C2=CN=CN2)OC3C(C(C(C(O3)CO)O)O)OC4C(C(C(C(O4)CO)O)OC(=O)N)O)C(=O)NC(C)C(C(C)C(=O)NC(C(C)O)C(=O)NCCC5=NC(=CS5)C6=NC(=CS6)C(=O)NCCC[S+](C)C)O. Cell line: NCI/ADR-RES. Synergy scores: CSS=37.5, Synergy_ZIP=-1.36, Synergy_Bliss=-1.83, Synergy_Loewe=-8.39, Synergy_HSA=0.0954.